Dataset: Full USPTO retrosynthesis dataset with 1.9M reactions from patents (1976-2016). Task: Predict the reactants needed to synthesize the given product. (1) Given the product [Br:8][C:5]1[N:6]=[CH:7][C:2]([NH:1][C:23](=[O:24])[CH2:22][CH2:21][C:20]([O:19][CH3:18])=[O:26])=[N:3][CH:4]=1, predict the reactants needed to synthesize it. The reactants are: [NH2:1][C:2]1[CH:7]=[N:6][C:5]([Br:8])=[CH:4][N:3]=1.CN(C)C1C=CC=CC=1.[CH3:18][O:19][C:20](=[O:26])[CH2:21][CH2:22][C:23](Cl)=[O:24]. (2) Given the product [C:26]([CH2:25][O:1][C:2]1[CH:3]=[CH:4][C:5]([C:8]2[N:12]([C:13]3[CH:14]=[N:15][CH:16]=[CH:17][CH:18]=3)[N:11]=[C:10]([C:19]([O:21][CH2:22][CH3:23])=[O:20])[CH:9]=2)=[N:6][CH:7]=1)(=[O:27])[NH2:28], predict the reactants needed to synthesize it. The reactants are: [OH:1][C:2]1[CH:3]=[CH:4][C:5]([C:8]2[N:12]([C:13]3[CH:14]=[N:15][CH:16]=[CH:17][CH:18]=3)[N:11]=[C:10]([C:19]([O:21][CH2:22][CH3:23])=[O:20])[CH:9]=2)=[N:6][CH:7]=1.Cl[CH2:25][C:26]([NH2:28])=[O:27].C(=O)([O-])[O-].[K+].[K+].C(=O)(O)[O-].[Na+].